This data is from Catalyst prediction with 721,799 reactions and 888 catalyst types from USPTO. The task is: Predict which catalyst facilitates the given reaction. (1) Reactant: C[O:2][C:3](=[O:37])[C:4]1[CH:9]=[CH:8][C:7]([CH2:10][N:11]2[CH:16]=[CH:15][C:14]([C:17]3[C:26]4[C:21](=[CH:22][C:23]([O:32][CH3:33])=[C:24]5[O:29][C:28]([CH3:31])([CH3:30])[CH2:27][C:25]5=4)[CH2:20][C:19]([CH3:35])([CH3:34])[N:18]=3)=[CH:13][C:12]2=[O:36])=[CH:6][CH:5]=1.[ClH:38]. Product: [ClH:38].[O:36]=[C:12]1[CH:13]=[C:14]([C:17]2[C:26]3[C:21](=[CH:22][C:23]([O:32][CH3:33])=[C:24]4[O:29][C:28]([CH3:30])([CH3:31])[CH2:27][C:25]4=3)[CH2:20][C:19]([CH3:34])([CH3:35])[N:18]=2)[CH:15]=[CH:16][N:11]1[CH2:10][C:7]1[CH:6]=[CH:5][C:4]([C:3]([OH:37])=[O:2])=[CH:9][CH:8]=1. The catalyst class is: 74. (2) Reactant: C([O:3][P:4]([CH2:9][CH2:10][NH:11][CH2:12][C:13]([CH2:36][CH3:37])=[CH:14][CH2:15][C:16]1[C:17]([O:29]CC[Si](C)(C)C)=[C:18]2[C:22](=[C:23]([CH3:27])[C:24]=1[CH2:25][CH3:26])[CH2:21][O:20][C:19]2=[O:28])(=[O:8])[O:5]CC)C.C[Si](Br)(C)C. Product: [CH2:36]([C:13](=[CH:14][CH2:15][C:16]1[C:17]([OH:29])=[C:18]2[C:22](=[C:23]([CH3:27])[C:24]=1[CH2:25][CH3:26])[CH2:21][O:20][C:19]2=[O:28])[CH2:12][NH:11][CH2:10][CH2:9][P:4](=[O:3])([OH:8])[OH:5])[CH3:37]. The catalyst class is: 85. (3) Reactant: [N+:1]([C:4]1[CH:5]=[CH:6][C:7]([N:16]2[CH2:21][CH2:20][N:19]([C:22](=[O:24])[CH3:23])[CH2:18][CH2:17]2)=[N:8][C:9]=1[O:10][CH:11]1[CH2:14][S:13](=[O:15])[CH2:12]1)([O-])=O. Product: [NH2:1][C:4]1[CH:5]=[CH:6][C:7]([N:16]2[CH2:21][CH2:20][N:19]([C:22](=[O:24])[CH3:23])[CH2:18][CH2:17]2)=[N:8][C:9]=1[O:10][CH:11]1[CH2:12][S:13](=[O:15])[CH2:14]1. The catalyst class is: 304. (4) Reactant: [Cl:1][C:2]1[C:3]2[CH:11]=[CH:10][NH:9][C:4]=2[N:5]=[C:6]([NH2:8])[N:7]=1.[H-].[Na+].Cl[CH:15]1[O:19][C@@H:18]([CH2:20][O:21][C:22](=[O:30])[C:23]2[CH:28]=[CH:27][C:26]([CH3:29])=[CH:25][CH:24]=2)[C@H:17](C2C=C(C)C=CC=2C([O-])=O)[CH2:16]1. Product: [CH3:29][C:26]1[CH:27]=[CH:28][C:23]([C:22]([O:30][C@H:17]2[CH2:16][C@H:15]([N:9]3[C:4]4[N:5]=[C:6]([NH2:8])[N:7]=[C:2]([Cl:1])[C:3]=4[CH:11]=[CH:10]3)[O:19][C@@H:18]2[CH2:20][O:21][C:22](=[O:30])[C:23]2[CH:24]=[CH:25][C:26]([CH3:29])=[CH:27][CH:28]=2)=[O:21])=[CH:24][CH:25]=1. The catalyst class is: 10. (5) Reactant: [Cl:1][C:2]1[N:7]=[C:6](Cl)[C:5]([N+:9]([O-:11])=[O:10])=[CH:4][N:3]=1.CCN(C(C)C)C(C)C.[NH2:21][C:22]1[CH:27]=[CH:26][CH:25]=[CH:24][C:23]=1[NH:28][S:29]([CH3:32])(=[O:31])=[O:30].O. Product: [Cl:1][C:2]1[N:7]=[C:6]([NH:21][C:22]2[CH:27]=[CH:26][CH:25]=[CH:24][C:23]=2[NH:28][S:29]([CH3:32])(=[O:31])=[O:30])[C:5]([N+:9]([O-:11])=[O:10])=[CH:4][N:3]=1. The catalyst class is: 1. (6) Reactant: [NH2:1][C@@H:2]1[C:16](=[O:17])[N:15]2[CH2:18][C@H:19]([O:21][C:22]3[C:23]4[S:37][CH:36]=[CH:35][C:24]=4[N:25]=[C:26]([C:28]4[N:32]([CH3:33])[N:31]=[C:30]([CH3:34])[CH:29]=4)[N:27]=3)[CH2:20][C@H:14]2[C:13](=[O:38])[NH:12][C@:11]2([C:40]([O:42][CH3:43])=[O:41])[CH2:39][C@H:10]2[CH:9]=[CH:8][CH2:7][CH2:6][CH2:5][CH2:4][CH2:3]1.C(N(CC)CC)C.[C:51](=O)([O:57]C1C=CC([N+]([O-])=O)=CC=1)[O:52][CH:53]1[CH2:56][CH2:55][CH2:54]1.C(=O)(O)[O-].[Na+]. Product: [CH:53]1([O:52][C:51]([NH:1][C@@H:2]2[C:16](=[O:17])[N:15]3[CH2:18][C@H:19]([O:21][C:22]4[C:23]5[S:37][CH:36]=[CH:35][C:24]=5[N:25]=[C:26]([C:28]5[N:32]([CH3:33])[N:31]=[C:30]([CH3:34])[CH:29]=5)[N:27]=4)[CH2:20][C@H:14]3[C:13](=[O:38])[NH:12][C@:11]3([C:40]([O:42][CH3:43])=[O:41])[CH2:39][C@H:10]3[CH:9]=[CH:8][CH2:7][CH2:6][CH2:5][CH2:4][CH2:3]2)=[O:57])[CH2:56][CH2:55][CH2:54]1. The catalyst class is: 44. (7) Product: [C:11]1([C:14]#[C:10][C:1]2[CH:8]=[CH:7][CH:9]=[CH:3][C:2]=2[CH:2]2[CH:3]3[CH2:9][CH:7]4[CH2:6][CH:5]([CH2:10][C:1]2([C:17]2[CH:18]=[CH:19][CH:20]=[CH:21][C:16]=2[C:22]#[C:23][C:24]2[CH:25]=[CH:26][CH:27]=[CH:28][CH:29]=2)[CH2:8]4)[CH2:4]3)[CH:13]=[CH:6][CH:5]=[CH:4][CH:12]=1. The catalyst class is: 2. Reactant: [CH:1]12[CH2:10][CH:5]3[CH2:6][CH:7]([CH2:9][CH:3]([CH2:4]3)[CH2:2]1)[CH2:8]2.[C:11](Br)([CH3:14])([CH3:13])[CH3:12].[C:16]1([C:22]#[C:23][C:24]2[CH:29]=[CH:28][CH:27]=[CH:26][CH:25]=2)[CH:21]=[CH:20][CH:19]=[CH:18][CH:17]=1.[Cl-].[Al+3].[Cl-].[Cl-].Cl. (8) Reactant: [CH2:1]([O:8][N:9]=[CH:10][C:11]1([C:19]([OH:21])=[O:20])[CH2:16][CH2:15][C:14]([CH3:18])([CH3:17])[CH2:13][CH2:12]1)[C:2]1[CH:7]=[CH:6][CH:5]=[CH:4][CH:3]=1.CN(C1C=CC(N=NC2C=CC(S(O)(=O)=O)=CC=2)=CC=1)C.Cl.C([BH3-])#N.[Na+]. Product: [CH2:1]([O:8][NH:9][CH2:10][C:11]1([C:19]([OH:21])=[O:20])[CH2:16][CH2:15][C:14]([CH3:18])([CH3:17])[CH2:13][CH2:12]1)[C:2]1[CH:7]=[CH:6][CH:5]=[CH:4][CH:3]=1. The catalyst class is: 5. (9) Reactant: [NH2:1][C:2]1[S:6][C:5]([CH2:7][CH3:8])=[N:4][C:3]=1[C:9]([O:11]CC)=O.ClC(Cl)(O[C:18](=[O:24])OC(Cl)(Cl)Cl)Cl.C(N(CC)CC)C.[C:33]1([CH2:39][CH2:40][NH2:41])[CH:38]=[CH:37][CH:36]=[CH:35][CH:34]=1. Product: [CH2:7]([C:5]1[S:6][C:2]2[NH:1][C:18](=[O:24])[N:41]([CH2:40][CH2:39][C:33]3[CH:38]=[CH:37][CH:36]=[CH:35][CH:34]=3)[C:9](=[O:11])[C:3]=2[N:4]=1)[CH3:8]. The catalyst class is: 2. (10) Reactant: [Cl-].[CH3:2][O:3][CH2:4][P+](C1C=CC=CC=1)(C1C=CC=CC=1)C1C=CC=CC=1.CC(C)([O-])C.[K+].[CH3:30][O:31][C:32]1[CH:33]=[C:34]([C:39]([C@@H:41]2[C@:50]3([CH3:51])[C@H:45]([C:46]([CH3:53])([CH3:52])[CH2:47][CH2:48][CH2:49]3)[CH2:44][C:43](=O)[C@@H:42]2[CH3:55])=[O:40])[CH:35]=[C:36]([CH3:38])[CH:37]=1. Product: [CH3:2][O:3][CH:4]=[C:43]1[CH2:44][C@@H:45]2[C@:50]([CH3:51])([CH2:49][CH2:48][CH2:47][C:46]2([CH3:53])[CH3:52])[C@@H:41]([C:39]([C:34]2[CH:35]=[C:36]([CH3:38])[CH:37]=[C:32]([O:31][CH3:30])[CH:33]=2)=[O:40])[CH:42]1[CH3:55]. The catalyst class is: 49.